This data is from Full USPTO retrosynthesis dataset with 1.9M reactions from patents (1976-2016). The task is: Predict the reactants needed to synthesize the given product. (1) The reactants are: [CH:1]([NH:4][C@H:5]1[CH2:10][CH2:9][C@H:8]([C:11]([NH:13][C:14]2[C:18]3[CH:19]=[C:20]([C:23]([O:25]C)=[O:24])[CH:21]=[CH:22][C:17]=3[O:16][C:15]=2[C:27]([NH:29][C:30]2[CH:35]=[CH:34][C:33]([Cl:36])=[CH:32][N:31]=2)=[O:28])=[O:12])[CH2:7][CH2:6]1)([CH3:3])[CH3:2].[OH-].[Na+]. Given the product [C:23]([C:20]1[CH:21]=[CH:22][C:17]2[O:16][C:15]([C:27]([NH:29][C:30]3[CH:35]=[CH:34][C:33]([Cl:36])=[CH:32][N:31]=3)=[O:28])=[C:14]([NH:13][C:11]([C@H:8]3[CH2:9][CH2:10][C@H:5]([NH:4][CH:1]([CH3:2])[CH3:3])[CH2:6][CH2:7]3)=[O:12])[C:18]=2[CH:19]=1)([OH:25])=[O:24], predict the reactants needed to synthesize it. (2) Given the product [Br:28][C:29]1[CH:34]=[CH:33][C:32]([CH:35]2[C:43]3[C:38](=[CH:39][CH:40]=[CH:41][CH:42]=3)[N:37]([CH2:44][CH2:45][CH2:46][CH2:47][CH3:48])[C:36]2=[O:49])=[C:31]([OH:51])[CH:30]=1, predict the reactants needed to synthesize it. The reactants are: BrC1C=CC=C2C=1C(O)(C1C(O)=CC3OCOC=3C=1)C(=O)N2CCCCC.[Br:28][C:29]1[CH:34]=[CH:33][C:32]([C:35]2(O)[C:43]3[C:38](=[CH:39][CH:40]=[CH:41][CH:42]=3)[N:37]([CH2:44][CH2:45][CH2:46][CH2:47][CH3:48])[C:36]2=[O:49])=[C:31]([OH:51])[CH:30]=1. (3) The reactants are: [S:1]1[CH:5]=[CH:4][C:3]2[C:6]([N:10]3[CH2:15][CH2:14][N:13]([CH2:16][CH2:17][CH2:18][O:19][C:20]4[CH:29]=[C:28]5[C:23]([CH2:24][CH2:25][N:26]([CH3:31])[C:27]5=[O:30])=[CH:22][CH:21]=4)[CH2:12][CH2:11]3)=[CH:7][CH:8]=[CH:9][C:2]1=2.C(O)C.[ClH:35]. Given the product [ClH:35].[S:1]1[CH:5]=[CH:4][C:3]2[C:6]([N:10]3[CH2:11][CH2:12][N:13]([CH2:16][CH2:17][CH2:18][O:19][C:20]4[CH:29]=[C:28]5[C:23]([CH2:24][CH2:25][N:26]([CH3:31])[C:27]5=[O:30])=[CH:22][CH:21]=4)[CH2:14][CH2:15]3)=[CH:7][CH:8]=[CH:9][C:2]1=2, predict the reactants needed to synthesize it. (4) The reactants are: C(OC([N:8]1[CH2:12][CH2:11][CH:10]([CH:13]([NH:19]C(OC(C)(C)C)=O)[C:14]([C:17]#[N:18])([CH3:16])[CH3:15])[CH2:9]1)=O)(C)(C)C.[ClH:27]. Given the product [ClH:27].[ClH:27].[NH2:19][CH:13]([CH:10]1[CH2:11][CH2:12][NH:8][CH2:9]1)[C:14]([CH3:16])([CH3:15])[C:17]#[N:18], predict the reactants needed to synthesize it. (5) Given the product [CH2:13]([N:20]([CH2:21][CH2:22][OH:24])[C:4](=[O:5])[C:3]1[CH:7]=[CH:8][C:9]([F:12])=[C:10]([F:11])[C:2]=1[F:1])[C:14]1[CH:19]=[CH:18][CH:17]=[CH:16][CH:15]=1, predict the reactants needed to synthesize it. The reactants are: [F:1][C:2]1[C:10]([F:11])=[C:9]([F:12])[CH:8]=[CH:7][C:3]=1[C:4](Cl)=[O:5].[CH2:13]([NH:20][CH:21](O)[CH3:22])[C:14]1[CH:19]=[CH:18][CH:17]=[CH:16][CH:15]=1.[OH-:24].[Na+]. (6) The reactants are: Cl[C:2]1[CH:9]=[C:8]([F:10])[CH:7]=[CH:6][C:3]=1[C:4]#[N:5].[NH2:11][C:12]1[CH:17]=[CH:16][CH:15]=[CH:14][C:13]=1B1OC(C)(C)C(C)(C)O1.C1C2CC3(N)CC(C2)CC1C3.Cl.C(=O)([O-])[O-].[Cs+].[Cs+]. Given the product [F:10][C:8]1[CH:7]=[CH:6][C:3]2[C:2]([CH:9]=1)=[C:13]1[C:12]([CH:17]=[CH:16][CH:15]=[CH:14]1)=[N:11][C:4]=2[NH2:5], predict the reactants needed to synthesize it. (7) Given the product [Cl:41][C:42]1[CH:47]=[CH:46][C:45]([NH:48][C:20]([C:17]2[CH:18]=[C:19]3[C:14]([CH2:13][CH2:12][N:11]3[S:8]([C:6]3[CH:7]=[C:2]([Cl:1])[CH:3]=[CH:4][C:5]=3[O:23][CH3:24])(=[O:10])=[O:9])=[CH:15][CH:16]=2)=[O:21])=[CH:44][CH:43]=1, predict the reactants needed to synthesize it. The reactants are: [Cl:1][C:2]1[CH:3]=[CH:4][C:5]([O:23][CH3:24])=[C:6]([S:8]([N:11]2[C:19]3[C:14](=[CH:15][CH:16]=[C:17]([C:20](O)=[O:21])[CH:18]=3)[CH2:13][CH2:12]2)(=[O:10])=[O:9])[CH:7]=1.CN1CCOCC1.N1C(Cl)=NC(Cl)=NC=1Cl.[Cl:41][C:42]1[CH:47]=[CH:46][C:45]([NH2:48])=[CH:44][CH:43]=1.